This data is from Retrosynthesis with 50K atom-mapped reactions and 10 reaction types from USPTO. The task is: Predict the reactants needed to synthesize the given product. (1) Given the product O=Cc1ccccc1Oc1ccccn1, predict the reactants needed to synthesize it. The reactants are: Brc1ccccn1.O=Cc1ccccc1O. (2) Given the product NC1=N[C@@]2(CCO1)c1cc(N)ccc1Oc1c2cc(C2=CCCOC2)nc1F, predict the reactants needed to synthesize it. The reactants are: CC1(C)OB(C2=CCCOC2)OC1(C)C.NC1=N[C@@]2(CCO1)c1cc(N)ccc1Oc1c2cc(Cl)nc1F. (3) Given the product CC(=NNc1ccc(C(F)(F)F)cc1)C(=O)NCc1ccc(Cl)nc1, predict the reactants needed to synthesize it. The reactants are: CC(=NNc1ccc(C(F)(F)F)cc1)C(=O)O.NCc1ccc(Cl)nc1.